Dataset: Peptide-MHC class II binding affinity with 134,281 pairs from IEDB. Task: Regression. Given a peptide amino acid sequence and an MHC pseudo amino acid sequence, predict their binding affinity value. This is MHC class II binding data. (1) The peptide sequence is YFPPPAAKEDFLGCL. The MHC is DRB1_0901 with pseudo-sequence DRB1_0901. The binding affinity (normalized) is 0.243. (2) The peptide sequence is FFLLTRILTIPQSLD. The MHC is HLA-DQA10501-DQB10201 with pseudo-sequence HLA-DQA10501-DQB10201. The binding affinity (normalized) is 0.507. (3) The peptide sequence is LVPFVQWFVGLSPTV. The MHC is DRB5_0101 with pseudo-sequence DRB5_0101. The binding affinity (normalized) is 0.326. (4) The peptide sequence is GELQSVDKIDAAFKI. The MHC is DRB1_1201 with pseudo-sequence DRB1_1201. The binding affinity (normalized) is 0.312. (5) The peptide sequence is ASAAILGHDGTVWAQ. The MHC is DRB1_1501 with pseudo-sequence DRB1_1501. The binding affinity (normalized) is 0.379. (6) The binding affinity (normalized) is 0.516. The MHC is DRB1_0101 with pseudo-sequence DRB1_0101. The peptide sequence is EDFREFSRAKGLNQEI.